From a dataset of Forward reaction prediction with 1.9M reactions from USPTO patents (1976-2016). Predict the product of the given reaction. (1) Given the reactants [N+:1]([C:4]1[C:5]([NH2:13])=[N:6][CH:7]=[C:8]([N+:10]([O-:12])=[O:11])[CH:9]=1)([O-:3])=[O:2].Cl[C:15]1[CH:20]=[CH:19][CH:18]=[CH:17][C:16]=1[OH:21].C([O-])(=O)C.[Na+].CCO, predict the reaction product. The product is: [N+:1]([C:4]1[C:5]([NH:13][C:15]2[CH:20]=[CH:19][CH:18]=[CH:17][C:16]=2[OH:21])=[N:6][CH:7]=[C:8]([N+:10]([O-:12])=[O:11])[CH:9]=1)([O-:3])=[O:2]. (2) Given the reactants [Br:1][C:2]1[CH:3]=[C:4]([NH2:9])[CH:5]=[N:6][C:7]=1[Cl:8].[C:10]1([CH2:16][CH2:17][CH:18]=O)[CH:15]=[CH:14][CH:13]=[CH:12][CH:11]=1.[BH-](OC(C)=O)(OC(C)=O)OC(C)=O.[Na+], predict the reaction product. The product is: [Br:1][C:2]1[CH:3]=[C:4]([NH:9][CH2:18][CH2:17][CH2:16][C:10]2[CH:15]=[CH:14][CH:13]=[CH:12][CH:11]=2)[CH:5]=[N:6][C:7]=1[Cl:8].